Dataset: Full USPTO retrosynthesis dataset with 1.9M reactions from patents (1976-2016). Task: Predict the reactants needed to synthesize the given product. (1) The reactants are: [CH3:1][N:2]([CH2:18][CH2:19][NH:20][S:21]([C:24]1[CH:29]=[C:28]([S:30]([C:33]2[CH:38]=[CH:37][CH:36]=[CH:35][CH:34]=2)(=[O:32])=[O:31])[CH:27]=[CH:26][C:25]=1[C:39]([F:42])([F:41])[F:40])(=[O:23])=[O:22])[C:3]([C:5]1[CH:17]=[CH:16][C:8]([CH2:9][P:10](=[O:15])([O:13]C)[O:11]C)=[CH:7][CH:6]=1)=[O:4].I[Si](C)(C)C. Given the product [CH3:1][N:2]([CH2:18][CH2:19][NH:20][S:21]([C:24]1[CH:29]=[C:28]([S:30]([C:33]2[CH:38]=[CH:37][CH:36]=[CH:35][CH:34]=2)(=[O:32])=[O:31])[CH:27]=[CH:26][C:25]=1[C:39]([F:42])([F:40])[F:41])(=[O:22])=[O:23])[C:3]([C:5]1[CH:6]=[CH:7][C:8]([CH2:9][P:10](=[O:11])([OH:13])[OH:15])=[CH:16][CH:17]=1)=[O:4], predict the reactants needed to synthesize it. (2) Given the product [CH2:10]([NH:12][C:7]([C:5]1[CH:4]=[N:3][N:2]([CH3:1])[CH:6]=1)=[O:9])[CH3:11], predict the reactants needed to synthesize it. The reactants are: [CH3:1][N:2]1[CH:6]=[C:5]([C:7]([OH:9])=O)[CH:4]=[N:3]1.[CH2:10]([NH2:12])[CH3:11]. (3) Given the product [I:18][C:6]1[S:5][CH:4]=[C:3]([C:7]([O:9][CH3:10])=[O:8])[C:2]=1[CH3:1], predict the reactants needed to synthesize it. The reactants are: [CH3:1][C:2]1[C:3]([C:7]([O:9][CH3:10])=[O:8])=[CH:4][S:5][CH:6]=1.C1C(=O)N([I:18])C(=O)C1.